From a dataset of Reaction yield outcomes from USPTO patents with 853,638 reactions. Predict the reaction yield, written as a fraction of the theoretical maximum amount of product (1.0 means a 100% yield; for example, 0.34 means a 34% yield). (1) The reactants are [H-].[Na+].[H][H].[I-].[CH3:6][P+](C1C=CC=CC=1)(C1C=CC=CC=1)C1C=CC=CC=1.[CH:26]([O:29][C:30]1[C:39]([O:40][CH3:41])=[CH:38][CH:37]=[C:36]2[C:31]=1[CH2:32][CH2:33][CH2:34][C:35]2=O)([CH3:28])[CH3:27]. The catalyst is CS(C)=O. The product is [CH:26]([O:29][C:30]1[C:39]([O:40][CH3:41])=[CH:38][CH:37]=[C:36]2[C:31]=1[CH2:32][CH2:33][CH2:34][C:35]2=[CH2:6])([CH3:28])[CH3:27]. The yield is 0.100. (2) The reactants are [CH3:1][C:2]([C:12]1[CH:16]=[C:15]([NH:17][C:18](=[O:34])[C:19]([S:22]([CH2:25][CH:26]2[CH2:31][CH2:30][CH:29]([O:32][CH3:33])[CH2:28][CH2:27]2)(=[O:24])=[O:23])([CH3:21])[CH3:20])[O:14][N:13]=1)([CH3:11])[CH2:3][O:4]C1CCCCO1.CC1C=CC(S(O)(=O)=O)=CC=1. The catalyst is C(Cl)Cl.CCOCC. The product is [OH:4][CH2:3][C:2]([C:12]1[CH:16]=[C:15]([NH:17][C:18](=[O:34])[C:19]([S:22]([CH2:25][CH:26]2[CH2:27][CH2:28][CH:29]([O:32][CH3:33])[CH2:30][CH2:31]2)(=[O:24])=[O:23])([CH3:21])[CH3:20])[O:14][N:13]=1)([CH3:1])[CH3:11]. The yield is 0.380. (3) The reactants are Cl[CH2:2][C:3]1[CH:8]=[CH:7][CH:6]=[CH:5][C:4]=1[CH2:9][C:10]([OH:12])=[O:11].[NH:13]1[CH2:18][CH2:17][O:16][CH2:15][CH2:14]1. The catalyst is C1COCC1.C(OCC)(=O)C. The product is [O:16]1[CH2:17][CH2:18][N:13]([CH2:2][C:3]2[CH:8]=[CH:7][CH:6]=[CH:5][C:4]=2[CH2:9][C:10]([OH:12])=[O:11])[CH2:14][CH2:15]1. The yield is 0.870. (4) The reactants are [NH:1]1[CH2:6][CH2:5][O:4][CH2:3][CH2:2]1.Cl[CH2:8][C:9]1[CH:34]=[CH:33][C:12]([C:13]([NH:15][C:16]2[CH:21]=[CH:20][C:19]([O:22][C:23](=[O:32])[N:24]([CH3:31])[C:25]3[CH:30]=[CH:29][CH:28]=[CH:27][CH:26]=3)=[CH:18][CH:17]=2)=[O:14])=[CH:11][CH:10]=1.O. The catalyst is CN(C)C=O. The product is [N:1]1([CH2:8][C:9]2[CH:10]=[CH:11][C:12]([C:13]([NH:15][C:16]3[CH:21]=[CH:20][C:19]([O:22][C:23](=[O:32])[N:24]([CH3:31])[C:25]4[CH:30]=[CH:29][CH:28]=[CH:27][CH:26]=4)=[CH:18][CH:17]=3)=[O:14])=[CH:33][CH:34]=2)[CH2:6][CH2:5][O:4][CH2:3][CH2:2]1. The yield is 0.770. (5) The reactants are [Cl:1][C:2]1[CH:10]=[CH:9][C:8]([S:11]([CH3:14])(=[O:13])=[O:12])=[CH:7][C:3]=1[C:4]([OH:6])=[O:5].Cl[C:16]1C=CC(S(O)=O)=C[C:17]=1C(O)=O.ICCC. The catalyst is C(O)CC. The product is [Cl:1][C:2]1[CH:10]=[CH:9][C:8]([S:11]([CH2:14][CH2:16][CH3:17])(=[O:13])=[O:12])=[CH:7][C:3]=1[C:4]([OH:6])=[O:5]. The yield is 0.0300. (6) The reactants are [CH3:1][N:2]1[C:10]2[C:5](=[CH:6][CH:7]=[CH:8][CH:9]=2)[CH:4]=[C:3]1[C:11]([OH:13])=O.[NH2:14][C@H:15]([C:20]([NH:22][C@H:23]([CH:36]=[O:37])[CH2:24][C:25](=[N:31][NH:32][C:33]([NH2:35])=[O:34])[O:26][C:27]([CH3:30])([CH3:29])[CH3:28])=[O:21])[CH2:16][CH:17]([CH3:19])[CH3:18].CCN=C=NCCCN(C)C.CCOCC. The catalyst is C(Cl)Cl.CN(C1C=CN=CC=1)C. The product is [CH3:1][N:2]1[C:10]2[C:5](=[CH:6][CH:7]=[CH:8][CH:9]=2)[CH:4]=[C:3]1[C:11]([NH:14][C@H:15]([C:20]([NH:22][C@H:23]([CH:36]=[O:37])[CH2:24][C:25](=[N:31][NH:32][C:33]([NH2:35])=[O:34])[O:26][C:27]([CH3:29])([CH3:28])[CH3:30])=[O:21])[CH2:16][CH:17]([CH3:18])[CH3:19])=[O:13]. The yield is 0.800. (7) The reactants are [Cl:1][C:2]1[N:3]=[C:4]([N:14]2[CH2:19][CH2:18][O:17][CH2:16][CH2:15]2)[C:5]2[S:10][C:9]([CH:11]=O)=[C:8]([CH3:13])[C:6]=2[N:7]=1.[N:20]1([C:26]([CH3:31])([CH3:30])[C:27]([NH2:29])=[O:28])[CH2:25][CH2:24][NH:23][CH2:22][CH2:21]1.C(OC)(OC)OC.C(O)(=O)C.C(O[BH-](OC(=O)C)OC(=O)C)(=O)C.[Na+]. The catalyst is ClCCCl. The product is [Cl:1][C:2]1[N:3]=[C:4]([N:14]2[CH2:19][CH2:18][O:17][CH2:16][CH2:15]2)[C:5]2[S:10][C:9]([CH2:11][N:23]3[CH2:22][CH2:21][N:20]([C:26]([CH3:31])([CH3:30])[C:27]([NH2:29])=[O:28])[CH2:25][CH2:24]3)=[C:8]([CH3:13])[C:6]=2[N:7]=1. The yield is 0.740. (8) The reactants are [CH:1]1([O:7][C:8]2[CH:13]=[C:12]([O:14][CH2:15][CH2:16][O:17][CH3:18])[CH:11]=[CH:10][C:9]=2[CH2:19][CH2:20][C:21](OCC)=[O:22])[CH2:6][CH2:5][CH2:4][CH2:3][CH2:2]1.[H-].C([Al+]CC(C)C)C(C)C.O.O.O.O.O.O.O.O.O.O.S([O-])([O-])(=O)=O.[Na+].[Na+].C(OCC)C. The catalyst is O1CCCC1.C1(C)C=CC=CC=1. The product is [CH:1]1([O:7][C:8]2[CH:13]=[C:12]([O:14][CH2:15][CH2:16][O:17][CH3:18])[CH:11]=[CH:10][C:9]=2[CH2:19][CH2:20][CH2:21][OH:22])[CH2:2][CH2:3][CH2:4][CH2:5][CH2:6]1. The yield is 0.900.